This data is from Reaction yield outcomes from USPTO patents with 853,638 reactions. The task is: Predict the reaction yield, written as a fraction of the theoretical maximum amount of product (1.0 means a 100% yield; for example, 0.34 means a 34% yield). (1) The reactants are [CH3:1][O:2][C:3]1[C:4]([NH:9][NH2:10])=[N:5][CH:6]=[CH:7][CH:8]=1.[C:11](N1C=CN=C1)(N1C=CN=C1)=[O:12]. The catalyst is C1COCC1. The product is [CH3:1][O:2][C:3]1[C:4]2[N:5]([C:11](=[O:12])[NH:10][N:9]=2)[CH:6]=[CH:7][CH:8]=1. The yield is 0.880. (2) The reactants are [CH3:1][C:2]1[C:6]([CH2:7][N:8]2[CH:12]=[C:11]([N:13]3[C:17](=[O:18])[N:16]([CH3:19])[NH:15][C:14]3=[O:20])[CH:10]=[N:9]2)=[C:5]([CH3:21])[O:4][N:3]=1.Br[CH2:23][CH2:24][O:25][C:26]1[CH:31]=[CH:30][CH:29]=[CH:28][CH:27]=1. No catalyst specified. The product is [CH3:1][C:2]1[C:6]([CH2:7][N:8]2[CH:12]=[C:11]([N:13]3[C:17](=[O:18])[N:16]([CH3:19])[N:15]([CH2:23][CH2:24][O:25][C:26]4[CH:31]=[CH:30][CH:29]=[CH:28][CH:27]=4)[C:14]3=[O:20])[CH:10]=[N:9]2)=[C:5]([CH3:21])[O:4][N:3]=1. The yield is 0.200. (3) The catalyst is O1CCCC1. The reactants are [H-].[Na+].[NH2:3][C:4]1[C:9]([Br:10])=[CH:8][C:7]([CH3:11])=[CH:6][N:5]=1.Cl[C:13]1[C:14](=[O:29])[N:15]([CH2:20][C:21]2[CH:26]=[CH:25][C:24]([O:27][CH3:28])=[CH:23][CH:22]=2)[CH:16]=[C:17]([Cl:19])[N:18]=1. The product is [Br:10][C:9]1[C:4]([NH:3][C:13]2[C:14](=[O:29])[N:15]([CH2:20][C:21]3[CH:22]=[CH:23][C:24]([O:27][CH3:28])=[CH:25][CH:26]=3)[CH:16]=[C:17]([Cl:19])[N:18]=2)=[N:5][CH:6]=[C:7]([CH3:11])[CH:8]=1. The yield is 0.560. (4) The reactants are [F:1][C:2]1[CH:3]=[C:4]([CH:8]=[C:9]([F:11])[CH:10]=1)[C:5]([OH:7])=O.[O:12]([CH2:19][C:20]1[O:21][C:22]2[CH2:23][NH:24][CH2:25][CH2:26][C:27]=2[N:28]=1)[C:13]1[CH:18]=[CH:17][CH:16]=[CH:15][CH:14]=1.Cl.CN(C)CCCN=C=NCC.ON1C2C=CC=CC=2N=N1.C(N(CC)C(C)C)(C)C. The catalyst is CN(C=O)C.O. The product is [F:11][C:9]1[CH:8]=[C:4]([CH:3]=[C:2]([F:1])[CH:10]=1)[C:5]([N:24]1[CH2:25][CH2:26][C:27]2[N:28]=[C:20]([CH2:19][O:12][C:13]3[CH:18]=[CH:17][CH:16]=[CH:15][CH:14]=3)[O:21][C:22]=2[CH2:23]1)=[O:7]. The yield is 0.530. (5) The reactants are [OH:1][C:2]1[CH:7]=[CH:6][C:5]([C:8]([C:10]2[CH:15]=[CH:14][C:13]([OH:16])=[CH:12][CH:11]=2)=O)=[CH:4][CH:3]=1.[Br:17][C:18]1[CH:19]=[C:20]([C:25](=O)[CH2:26][CH3:27])[CH:21]=[CH:22][C:23]=1[F:24]. No catalyst specified. The yield is 0.930. The product is [Br:17][C:18]1[CH:19]=[C:20]([C:25]([CH2:26][CH3:27])=[C:8]([C:10]2[CH:15]=[CH:14][C:13]([OH:16])=[CH:12][CH:11]=2)[C:5]2[CH:6]=[CH:7][C:2]([OH:1])=[CH:3][CH:4]=2)[CH:21]=[CH:22][C:23]=1[F:24]. (6) The reactants are [Cl:1][C:2]1[CH:38]=[CH:37][C:5]2[N:6]([C:14]3[C:15]([CH3:36])=[C:16]([CH:33]=[CH:34][CH:35]=3)[CH2:17][NH:18][C:19]3[CH:32]=[CH:31][C:22]4[C@H:23]([CH2:26][C:27]([O:29]C)=[O:28])[CH2:24][O:25][C:21]=4[CH:20]=3)[C:7]([C@H:9]3[CH2:13][CH2:12][CH2:11][O:10]3)=[N:8][C:4]=2[CH:3]=1.[OH-].[Na+]. The catalyst is O1CCCC1.CO. The product is [Cl:1][C:2]1[CH:38]=[CH:37][C:5]2[N:6]([C:14]3[C:15]([CH3:36])=[C:16]([CH:33]=[CH:34][CH:35]=3)[CH2:17][NH:18][C:19]3[CH:32]=[CH:31][C:22]4[C@H:23]([CH2:26][C:27]([OH:29])=[O:28])[CH2:24][O:25][C:21]=4[CH:20]=3)[C:7]([C@H:9]3[CH2:13][CH2:12][CH2:11][O:10]3)=[N:8][C:4]=2[CH:3]=1. The yield is 0.740.